From a dataset of Catalyst prediction with 721,799 reactions and 888 catalyst types from USPTO. Predict which catalyst facilitates the given reaction. Reactant: C[O:2][C:3]([CH2:5][CH2:6][NH:7][C:8]([C:10]1([CH2:23][CH2:24][CH2:25][CH2:26][N:27]2[CH2:32][CH2:31][N:30]([C:33]3[CH:42]=[CH:41][C:40]4[C:35](=[CH:36][CH:37]=[CH:38][CH:39]=4)[N:34]=3)[CH2:29][CH2:28]2)[C:22]2[CH:21]=[CH:20][CH:19]=[CH:18][C:17]=2[C:16]2[C:11]1=[CH:12][CH:13]=[CH:14][CH:15]=2)=[O:9])=[O:4]. Product: [C:3]([CH2:5][CH2:6][NH:7][C:8]([C:10]1([CH2:23][CH2:24][CH2:25][CH2:26][N:27]2[CH2:28][CH2:29][N:30]([C:33]3[CH:42]=[CH:41][C:40]4[C:35](=[CH:36][CH:37]=[CH:38][CH:39]=4)[N:34]=3)[CH2:31][CH2:32]2)[C:11]2[CH:12]=[CH:13][CH:14]=[CH:15][C:16]=2[C:17]2[C:22]1=[CH:21][CH:20]=[CH:19][CH:18]=2)=[O:9])([OH:4])=[O:2]. The catalyst class is: 562.